This data is from Catalyst prediction with 721,799 reactions and 888 catalyst types from USPTO. The task is: Predict which catalyst facilitates the given reaction. (1) The catalyst class is: 1. Reactant: [CH3:1][C:2]1[CH:10]=[CH:9][C:5]2[S:6][CH:7]=[CH:8][C:4]=2[CH:3]=1.[Li][C:12](C)(C)[CH3:13].C(I)C. Product: [CH2:12]([C:7]1[S:6][C:5]2[CH:9]=[CH:10][C:2]([CH3:1])=[CH:3][C:4]=2[CH:8]=1)[CH3:13]. (2) Reactant: [CH3:1][O:2][CH2:3][CH2:4][N:5]1[CH2:11][C:10]2[CH:12]=[CH:13][C:14]([C:16]([O:18]C)=O)=[CH:15][C:9]=2[O:8][CH2:7][CH2:6]1.[OH-:20].[Na+].[NH2:22]O.Cl. Product: [OH:20][NH:22][C:16]([C:14]1[CH:13]=[CH:12][C:10]2[CH2:11][N:5]([CH2:4][CH2:3][O:2][CH3:1])[CH2:6][CH2:7][O:8][C:9]=2[CH:15]=1)=[O:18]. The catalyst class is: 36. (3) Reactant: [Cl:1][C:2]1[CH:3]=[CH:4][C:5]([O:26][CH2:27][CH:28]([CH3:30])[CH3:29])=[C:6]([CH2:8][N:9]2[C:13]([CH3:14])=[CH:12][C:11]([C:15]([NH:17][C:18]3[CH:23]=[CH:22][C:21]([CH:24]=O)=[CH:20][N:19]=3)=[O:16])=[N:10]2)[CH:7]=1.[CH3:31][NH2:32].[BH-](OC(C)=O)(OC(C)=O)OC(C)=O.[Na+].C(O)(=O)C. The catalyst class is: 2. Product: [Cl:1][C:2]1[CH:3]=[CH:4][C:5]([O:26][CH2:27][CH:28]([CH3:30])[CH3:29])=[C:6]([CH2:8][N:9]2[C:13]([CH3:14])=[CH:12][C:11]([C:15]([NH:17][C:18]3[CH:23]=[CH:22][C:21]([CH2:24][NH:32][CH3:31])=[CH:20][N:19]=3)=[O:16])=[N:10]2)[CH:7]=1. (4) Reactant: Cl[CH2:2][CH2:3][CH2:4][C:5]1[CH:10]=[CH:9][C:8]([Cl:11])=[CH:7][CH:6]=1.[C:12]([N:14]=[C:15]([N:24]1[CH2:29][CH2:28][NH:27][CH:26]([C:30]2[CH:35]=[CH:34][CH:33]=[CH:32][CH:31]=2)[CH2:25]1)[NH:16][C:17]1[CH:22]=[CH:21][CH:20]=[CH:19][C:18]=1[CH3:23])#[N:13].C(N(CC)CC)C. Product: [Cl:11][C:8]1[CH:9]=[CH:10][C:5]([CH2:4][CH2:3][CH2:2][N:27]2[CH2:28][CH2:29][N:24]([C:15](=[N:14][C:12]#[N:13])[NH:16][C:17]3[CH:22]=[CH:21][CH:20]=[CH:19][C:18]=3[CH3:23])[CH2:25][CH:26]2[C:30]2[CH:35]=[CH:34][CH:33]=[CH:32][CH:31]=2)=[CH:6][CH:7]=1. The catalyst class is: 10. (5) Reactant: C[O:2][C:3]1[CH:4]=[CH:5][C:6]2[O:12][C:11]3[CH:13]=[CH:14][CH:15]=[CH:16][C:10]=3[N:9]=[C:8]([C:17]3[CH:27]=[CH:26][C:20]([C:21]([O:23][CH2:24][CH3:25])=[O:22])=[CH:19][CH:18]=3)[C:7]=2[CH:28]=1.B(Br)(Br)Br.C(O)C.CO. Product: [OH:2][C:3]1[CH:4]=[CH:5][C:6]2[O:12][C:11]3[CH:13]=[CH:14][CH:15]=[CH:16][C:10]=3[N:9]=[C:8]([C:17]3[CH:27]=[CH:26][C:20]([C:21]([O:23][CH2:24][CH3:25])=[O:22])=[CH:19][CH:18]=3)[C:7]=2[CH:28]=1. The catalyst class is: 124. (6) Reactant: [Cl:1][C:2]1[C:3]([S:22][CH2:23][CH3:24])=[C:4]([C:8]2[N:20]([CH3:21])[C:11]3=[N:12][CH:13]=[C:14]([C:16]([F:19])([F:18])[F:17])[CH:15]=[C:10]3[N:9]=2)[CH:5]=[CH:6][CH:7]=1.ClC1C=CC=C(C(OO)=[O:33])C=1.C(=O)([O-])O.[Na+].S([O-])([O-])(=O)=S.[Na+].[Na+]. Product: [Cl:1][C:2]1[C:3]([S:22]([CH2:23][CH3:24])=[O:33])=[C:4]([C:8]2[N:20]([CH3:21])[C:11]3=[N:12][CH:13]=[C:14]([C:16]([F:18])([F:19])[F:17])[CH:15]=[C:10]3[N:9]=2)[CH:5]=[CH:6][CH:7]=1. The catalyst class is: 22. (7) Reactant: Cl.[NH2:2][C:3]1[CH:8]=[CH:7][C:6]([O:9][CH3:10])=[CH:5][C:4]=1[OH:11].C(N(C(C)C)C(C)C)C.OC1C=CC=C[N+]=1[O-].[NH2:29][C:30]1[C:35]([C:36](O)=[O:37])=[CH:34][C:33]([C:39]2[CH:40]=[N:41][N:42]([CH:44]3[CH2:49][CH2:48][N:47]([CH3:50])[CH2:46][CH2:45]3)[CH:43]=2)=[CH:32][N:31]=1.Cl.C(N=C=NCCCN(C)C)C. Product: [NH2:29][C:30]1[C:35]([C:36]([NH:2][C:3]2[CH:8]=[CH:7][C:6]([O:9][CH3:10])=[CH:5][C:4]=2[OH:11])=[O:37])=[CH:34][C:33]([C:39]2[CH:40]=[N:41][N:42]([CH:44]3[CH2:49][CH2:48][N:47]([CH3:50])[CH2:46][CH2:45]3)[CH:43]=2)=[CH:32][N:31]=1. The catalyst class is: 3. (8) Reactant: [F:1][C:2]1[CH:7]=[CH:6][C:5]([OH:8])=[C:4]([O:9][CH3:10])[CH:3]=1.Br[C:12]1[CH:32]=[CH:31][CH:30]=[CH:29][C:13]=1[C:14]([NH:16][C:17]1[CH:22]=[CH:21][CH:20]=[CH:19][C:18]=1/[CH:23]=[CH:24]/[C:25]([O:27][CH3:28])=[O:26])=[O:15].C([O-])([O-])=O.[K+].[K+].CCOC(C)=O. Product: [F:1][C:2]1[CH:7]=[CH:6][C:5]([O:8][C:29]2[CH:30]=[CH:31][CH:32]=[CH:12][C:13]=2[C:14]([NH:16][C:17]2[CH:22]=[CH:21][CH:20]=[CH:19][C:18]=2/[CH:23]=[CH:24]/[C:25]([O:27][CH3:28])=[O:26])=[O:15])=[C:4]([O:9][CH3:10])[CH:3]=1. The catalyst class is: 18. (9) The catalyst class is: 5. Reactant: C[N:2](C)[CH:3]=[CH:4][C:5]([C:7]1[C:12](=[O:13])[CH:11]=[CH:10][N:9]([C:14]2[CH:19]=[CH:18][CH:17]=[CH:16][C:15]=2[N:20]2[CH2:25][CH2:24][O:23][CH2:22][CH2:21]2)[N:8]=1)=O.[C:27]1([NH:33]N)[CH:32]=[CH:31][CH:30]=[CH:29][CH:28]=1. Product: [N:20]1([C:15]2[CH:16]=[CH:17][CH:18]=[CH:19][C:14]=2[N:9]2[CH:10]=[CH:11][C:12](=[O:13])[C:7]([C:5]3[N:33]([C:27]4[CH:32]=[CH:31][CH:30]=[CH:29][CH:28]=4)[N:2]=[CH:3][CH:4]=3)=[N:8]2)[CH2:21][CH2:22][O:23][CH2:24][CH2:25]1. (10) Reactant: [C:1]([C:3]1[CH:4]=[C:5]([C:9]2[N:10]=[C:11]3[N:15]([C:16]=2[C:17]2[CH:22]=[CH:21][N:20]=[C:19]([NH:23][C@@H:24]4[CH2:29][CH2:28][CH2:27][N:26]([C:30]([O:32][C:33]([CH3:36])([CH3:35])[CH3:34])=[O:31])[CH2:25]4)[N:18]=2)[CH:14]=[CH:13][S:12]3)[CH:6]=[CH:7][CH:8]=1)#[N:2].[OH-:37].[Na+]. Product: [C:33]([O:32][C:30]([N:26]1[CH2:27][CH2:28][CH2:29][C@@H:24]([NH:23][C:19]2[N:18]=[C:17]([C:16]3[N:15]4[C:11]([S:12][CH:13]=[CH:14]4)=[N:10][C:9]=3[C:5]3[CH:6]=[CH:7][CH:8]=[C:3]([C:1](=[O:37])[NH2:2])[CH:4]=3)[CH:22]=[CH:21][N:20]=2)[CH2:25]1)=[O:31])([CH3:36])([CH3:35])[CH3:34]. The catalyst class is: 8.